From a dataset of Catalyst prediction with 721,799 reactions and 888 catalyst types from USPTO. Predict which catalyst facilitates the given reaction. (1) Reactant: [N:1]([C:4]1[CH:9]=[C:8]([C:10]([O:12]C)=O)[C:7]([CH3:14])=[CH:6][C:5]=1[C:15]([O:17]C)=O)=[C:2]=[S:3].CO[C:21]1[CH:26]=[C:25]([O:27][CH3:28])[N:24]=[C:23]([NH2:29])[CH:22]=1.[OH-].[Na+].Cl.CCN(C(C)C)C(C)C.CN([C:45]([O:49]N1N=NC2C=CC=NC1=2)=[N+](C)C)C.F[P-](F)(F)(F)(F)F.[Cl:66][C:67]1[CH:68]=[C:69]([CH:72]=[CH:73][CH:74]=1)[CH2:70][NH2:71]. Product: [Cl:66][C:67]1[CH:68]=[C:69]([CH:72]=[CH:73][CH:74]=1)[CH2:70][NH:71][C:10]([C:8]1[CH:9]=[C:4]2[C:5]([C:15](=[O:17])[N:29]([C:23]3[CH:22]=[CH:21][C:26]([O:49][CH3:45])=[C:25]([O:27][CH3:28])[N:24]=3)[C:2](=[S:3])[NH:1]2)=[CH:6][C:7]=1[CH3:14])=[O:12]. The catalyst class is: 3. (2) Reactant: [Cl:1][C:2]1[N:7]=[C:6](Cl)[CH:5]=[C:4]([C:9]2[CH:14]=[CH:13][CH:12]=[CH:11][CH:10]=2)[N:3]=1.[CH2:15]1[CH:19]2[CH2:20][CH:21]([NH2:22])[CH:17]([CH2:18]2)[CH2:16]1.C([O-])([O-])=O.[K+].[K+]. Product: [CH:17]12[CH2:18][CH:19]([CH2:15][CH2:16]1)[CH2:20][CH:21]2[NH:22][C:6]1[CH:5]=[C:4]([C:9]2[CH:14]=[CH:13][CH:12]=[CH:11][CH:10]=2)[N:3]=[C:2]([Cl:1])[N:7]=1. The catalyst class is: 3. (3) The catalyst class is: 9. Reactant: [C:1]([CH:3]1[C:6]2[CH:7]=[CH:8][C:9]([OH:11])=[CH:10][C:5]=2[CH2:4]1)#[N:2].[H-].[Na+].Br[CH2:15][CH:16]([O:20][CH2:21][CH3:22])[O:17][CH2:18][CH3:19]. Product: [C:1]([CH:3]1[C:6]2[CH:7]=[CH:8][C:9]([O:11][CH2:15][CH:16]([O:20][CH2:21][CH3:22])[O:17][CH2:18][CH3:19])=[CH:10][C:5]=2[CH2:4]1)#[N:2]. (4) Reactant: [SH:1][C:2]1[NH:3][C:4]2[CH:10]=[C:9]([O:11][C:12]([F:15])([F:14])[F:13])[CH:8]=[CH:7][C:5]=2[N:6]=1.[H-].[Na+].[N+]([C:21]1[O:25][C:24]([CH:26]=[O:27])=[CH:23][CH:22]=1)([O-])=O. The catalyst class is: 7. Product: [F:14][C:12]([F:15])([F:13])[O:11][C:9]1[CH:8]=[CH:7][C:5]2[NH:6][C:2]([S:1][C:21]3[O:25][C:24]([CH:26]=[O:27])=[CH:23][CH:22]=3)=[N:3][C:4]=2[CH:10]=1. (5) Reactant: [SH:1][C:2]1[NH:3][C:4]2[CH:10]=[CH:9][CH:8]=[CH:7][C:5]=2[N:6]=1.[OH-].[Na+].II. Product: [N:3]1[C:4]2[CH:10]=[CH:9][CH:8]=[CH:7][C:5]=2[NH:6][C:2]=1[S:1][S:1][C:2]1[NH:3][C:4]2[CH:10]=[CH:9][CH:8]=[CH:7][C:5]=2[N:6]=1. The catalyst class is: 8. (6) Product: [CH:1]1([C:5]2[O:9][N:8]=[C:7]([C:10]3[C:11]([Cl:17])=[CH:12][CH:13]=[CH:14][C:15]=3[Cl:16])[C:6]=2[CH2:18][O:19][C:21]2[CH:22]=[CH:23][C:24]([C:27]3[CH:28]=[C:29]4[C:34](=[CH:35][CH:36]=3)[N:33]=[C:32]([C:37]([O:39][CH3:40])=[O:38])[CH:31]=[CH:30]4)=[CH:25][CH:26]=2)[CH2:2][CH2:3][CH2:4]1. Reactant: [CH:1]1([C:5]2[O:9][N:8]=[C:7]([C:10]3[C:15]([Cl:16])=[CH:14][CH:13]=[CH:12][C:11]=3[Cl:17])[C:6]=2[CH2:18][OH:19])[CH2:4][CH2:3][CH2:2]1.O[C:21]1[CH:26]=[CH:25][C:24]([C:27]2[CH:28]=[C:29]3[C:34](=[CH:35][CH:36]=2)[N:33]=[C:32]([C:37]([O:39][CH3:40])=[O:38])[CH:31]=[CH:30]3)=[CH:23][CH:22]=1.C1(P(C2C=CC=CC=2)C2C=CC=CC=2)C=CC=CC=1.N(C(OC(C)C)=O)=NC(OC(C)C)=O. The catalyst class is: 4. (7) Reactant: C([O:5][C:6](=[O:18])[CH2:7][N:8]1[C:12]2[CH:13]=[CH:14][CH:15]=[CH:16][C:11]=2[O:10][C:9]1=[O:17])(C)(C)C.C(O)(C(F)(F)F)=O. Product: [O:17]=[C:9]1[N:8]([CH2:7][C:6]([OH:18])=[O:5])[C:12]2[CH:13]=[CH:14][CH:15]=[CH:16][C:11]=2[O:10]1. The catalyst class is: 2. (8) Reactant: [CH2:1]([N:3]1[C:14](=[O:15])[C:12]2[N:13]3[C:8](=[CH:9][C:10](=[O:18])[C:11]=2[O:16][CH3:17])[CH2:7][CH2:6][CH:5]3[CH2:4]1)[CH3:2].[Li+].C[Si]([N-][Si](C)(C)C)(C)C.C1(C2[O:37]N2S(C2C=CC=CC=2)(=O)=O)C=CC=CC=1. Product: [CH2:1]([N:3]1[C:14](=[O:15])[C:12]2[N:13]3[C:8](=[CH:9][C:10](=[O:18])[C:11]=2[O:16][CH3:17])[CH:7]([OH:37])[CH2:6][CH:5]3[CH2:4]1)[CH3:2]. The catalyst class is: 1. (9) Reactant: [CH3:1][P:2](=[O:7])([O:5][CH3:6])[O:3][CH3:4].[Li]CCCC.C[O:14][C:15](=O)[C@H:16]([CH2:26][C:27]1[CH:32]=[CH:31][CH:30]=[CH:29][CH:28]=1)[NH:17][C:18](=[O:25])[C:19]1[CH:24]=[CH:23][CH:22]=[CH:21][CH:20]=1.CC(O)=O. Product: [C:18]([NH:17][C@@H:16]([CH2:26][C:27]1[CH:32]=[CH:31][CH:30]=[CH:29][CH:28]=1)[C:15](=[O:14])[CH2:1][P:2](=[O:7])([O:5][CH3:6])[O:3][CH3:4])(=[O:25])[C:19]1[CH:20]=[CH:21][CH:22]=[CH:23][CH:24]=1. The catalyst class is: 1.